From a dataset of Forward reaction prediction with 1.9M reactions from USPTO patents (1976-2016). Predict the product of the given reaction. Given the reactants [Cl:1][C:2]1[CH:7]=[CH:6][C:5]([C:8]2[N:9]=[C:10]([C:13]([OH:15])=O)[S:11][CH:12]=2)=[CH:4][CH:3]=1.C1N=CN(C(N2C=NC=C2)=O)C=1.[NH2:28][N:29]1[CH2:34][CH2:33][N:32]([CH3:35])[CH2:31][CH2:30]1.CO.C(Cl)(Cl)Cl.[OH-].[NH4+], predict the reaction product. The product is: [CH3:35][N:32]1[CH2:33][CH2:34][N:29]([NH:28][C:13]([C:10]2[S:11][CH:12]=[C:8]([C:5]3[CH:4]=[CH:3][C:2]([Cl:1])=[CH:7][CH:6]=3)[N:9]=2)=[O:15])[CH2:30][CH2:31]1.